Dataset: Forward reaction prediction with 1.9M reactions from USPTO patents (1976-2016). Task: Predict the product of the given reaction. (1) Given the reactants [CH3:1][C:2]1[CH:8]=[C:7]([O:9][C:10]2[C:11]3[N:18]([CH3:19])[CH:17]=[CH:16][C:12]=3[N:13]=[CH:14][N:15]=2)[CH:6]=[CH:5][C:3]=1[NH2:4].C(N(CC)CC)C.[F:27][C:28]([F:39])([F:38])[C:29]1[CH:30]=[C:31]([N:35]=[C:36]=[O:37])[CH:32]=[CH:33][CH:34]=1, predict the reaction product. The product is: [CH3:1][C:2]1[CH:8]=[C:7]([O:9][C:10]2[C:11]3[N:18]([CH3:19])[CH:17]=[CH:16][C:12]=3[N:13]=[CH:14][N:15]=2)[CH:6]=[CH:5][C:3]=1[NH:4][C:36]([NH:35][C:31]1[CH:32]=[CH:33][CH:34]=[C:29]([C:28]([F:27])([F:38])[F:39])[CH:30]=1)=[O:37]. (2) Given the reactants [OH:1][C:2]1[CH:3]=[C:4]([CH:10]=[CH:11][CH:12]=1)[C:5]([O:7][CH2:8][CH3:9])=[O:6].Br[CH:14]([CH2:17][CH3:18])[CH2:15][CH3:16], predict the reaction product. The product is: [CH3:16][CH2:15][CH:14]([O:1][C:2]1[CH:3]=[C:4]([CH:10]=[CH:11][CH:12]=1)[C:5]([O:7][CH2:8][CH3:9])=[O:6])[CH2:17][CH3:18].